Dataset: Forward reaction prediction with 1.9M reactions from USPTO patents (1976-2016). Task: Predict the product of the given reaction. (1) Given the reactants [CH2:1]([C@@H:8]([CH2:12][CH2:13][C@H:14]([CH2:34][C:35]1[CH:40]=[CH:39][CH:38]=[CH:37][CH:36]=1)[C:15]([NH:17][C@H:18]1[CH2:24][CH2:23][CH2:22][CH2:21][N:20]([C:25]2[CH:30]=[CH:29][CH:28]=[CH:27][C:26]=2[O:31][CH3:32])[C:19]1=[O:33])=[O:16])[C:9](O)=[O:10])[C:2]1[CH:7]=[CH:6][CH:5]=[CH:4][CH:3]=1.[NH2:41][C@H:42]1[CH2:48][CH2:47][S:46][C@H:45]2[CH2:49][CH2:50][CH2:51][C@@H:52]([C:53]([F:56])([F:55])[F:54])[N:44]2[C:43]1=[O:57], predict the reaction product. The product is: [CH2:34]([C@@H:14]([CH2:13][CH2:12][C@H:8]([CH2:1][C:2]1[CH:3]=[CH:4][CH:5]=[CH:6][CH:7]=1)[C:9]([NH:41][C@H:42]1[CH2:48][CH2:47][S:46][C@H:45]2[CH2:49][CH2:50][CH2:51][C@@H:52]([C:53]([F:54])([F:56])[F:55])[N:44]2[C:43]1=[O:57])=[O:10])[C:15]([NH:17][C@H:18]1[CH2:24][CH2:23][CH2:22][CH2:21][N:20]([C:25]2[CH:30]=[CH:29][CH:28]=[CH:27][C:26]=2[O:31][CH3:32])[C:19]1=[O:33])=[O:16])[C:35]1[CH:40]=[CH:39][CH:38]=[CH:37][CH:36]=1. (2) The product is: [Cl:32][C:33]1[CH:38]=[CH:37][C:36]([N:18]2[C:19]3[C:15](=[CH:14][C:13]([C:11]([N:8]4[CH2:7][CH2:6][N:5]([CH:1]5[CH2:2][CH2:3][CH2:4]5)[CH2:10][CH2:9]4)=[O:12])=[CH:21][CH:20]=3)[CH:16]=[C:17]2[C:22]([N:24]2[CH2:25][CH2:26][C:27]([F:30])([F:31])[CH2:28][CH2:29]2)=[O:23])=[CH:35][CH:34]=1. Given the reactants [CH:1]1([N:5]2[CH2:10][CH2:9][N:8]([C:11]([C:13]3[CH:14]=[C:15]4[C:19](=[CH:20][CH:21]=3)[NH:18][C:17]([C:22]([N:24]3[CH2:29][CH2:28][C:27]([F:31])([F:30])[CH2:26][CH2:25]3)=[O:23])=[CH:16]4)=[O:12])[CH2:7][CH2:6]2)[CH2:4][CH2:3][CH2:2]1.[Cl:32][C:33]1[CH:38]=[CH:37][C:36](B(O)O)=[CH:35][CH:34]=1.N1C=CC=CC=1, predict the reaction product. (3) Given the reactants [C:1](#[N:5])[CH2:2][C:3]#[N:4].C([O-])([O-])=O.[K+].[K+].Cl[C:13]1[N:18]=[C:17]([O:19][CH2:20][C@H:21]2[CH2:25][CH2:24][C:23]([CH3:27])([CH3:26])[O:22]2)[N:16]=[C:15]([N:28]2[CH2:33][CH2:32][CH:31]([C:34]3[C:42]4[C:37](=[N:38][CH:39]=[CH:40][CH:41]=4)[NH:36][CH:35]=3)[CH2:30][CH2:29]2)[N:14]=1, predict the reaction product. The product is: [CH3:26][C:23]1([CH3:27])[O:22][C@@H:21]([CH2:20][O:19][C:17]2[N:16]=[C:15]([N:28]3[CH2:33][CH2:32][CH:31]([C:34]4[C:42]5[C:37](=[N:38][CH:39]=[CH:40][CH:41]=5)[NH:36][CH:35]=4)[CH2:30][CH2:29]3)[N:14]=[C:13]([CH:2]([C:1]#[N:5])[C:3]#[N:4])[N:18]=2)[CH2:25][CH2:24]1. (4) Given the reactants [F:1][C:2]1[CH:7]=[CH:6][CH:5]=[C:4]([F:8])[C:3]=1[N:9]1[C:14]2[N:15]=[C:16](S(C)(=O)=O)[N:17]=[C:18]([C:19]3[CH:24]=[CH:23][C:22]([F:25])=[CH:21][C:20]=3[CH3:26])[C:13]=2[CH:12]=[CH:11][C:10]1=[O:31].S(O)(O)(=O)=O.[NH2:37][CH2:38][C:39]#[N:40].C(N(CC)CC)C, predict the reaction product. The product is: [F:1][C:2]1[CH:7]=[CH:6][CH:5]=[C:4]([F:8])[C:3]=1[N:9]1[C:14]2[N:15]=[C:16]([NH:40][CH2:39][C:38]#[N:37])[N:17]=[C:18]([C:19]3[CH:24]=[CH:23][C:22]([F:25])=[CH:21][C:20]=3[CH3:26])[C:13]=2[CH:12]=[CH:11][C:10]1=[O:31].